Predict which catalyst facilitates the given reaction. From a dataset of Catalyst prediction with 721,799 reactions and 888 catalyst types from USPTO. Reactant: [S-:1][C:2]#[N:3].[K+].[C:5]([O:9][C:10](=[O:26])[NH:11][C:12]1[CH:17]=[CH:16][CH:15]=[C:14]([O:18][C:19]2[CH:24]=[CH:23][C:22]([NH2:25])=[CH:21][N:20]=2)[CH:13]=1)([CH3:8])([CH3:7])[CH3:6].BrBr. Product: [C:5]([O:9][C:10](=[O:26])[NH:11][C:12]1[CH:17]=[CH:16][CH:15]=[C:14]([O:18][C:19]2[N:20]=[C:21]3[S:1][C:2]([NH2:3])=[N:25][C:22]3=[CH:23][CH:24]=2)[CH:13]=1)([CH3:8])([CH3:6])[CH3:7]. The catalyst class is: 15.